Dataset: Full USPTO retrosynthesis dataset with 1.9M reactions from patents (1976-2016). Task: Predict the reactants needed to synthesize the given product. (1) Given the product [CH:1]1([O:4][C:5]2[CH:6]=[C:7]([C:15]3[NH:32][C:18]4[CH:19]=[N:20][NH:21][C:22](=[O:23])[C:17]=4[C:16]=3[C:33]3[CH:34]=[N:35][NH:36][CH:37]=3)[CH:8]=[CH:9][C:10]=2[O:11][CH:12]([F:14])[F:13])[CH2:2][CH2:3]1, predict the reactants needed to synthesize it. The reactants are: [CH:1]1([O:4][C:5]2[CH:6]=[C:7]([C:15]3[NH:32][C:18]4[CH:19]=[N:20][N:21](COCC[Si](C)(C)C)[C:22](=[O:23])[C:17]=4[C:16]=3[C:33]3[CH:34]=[N:35][NH:36][CH:37]=3)[CH:8]=[CH:9][C:10]=2[O:11][CH:12]([F:14])[F:13])[CH2:3][CH2:2]1.C1(OC2C=C(C3NC4C=NN(COCC[Si](C)(C)C)C(=O)C=4C=3CCC)C=CC=2OC(F)F)CC1. (2) Given the product [CH3:11][C:10]([O:9][C:7]([NH:6][C@H:5]([CH2:4][CH2:3][C:2](=[O:1])[C:30]1[CH:31]=[CH:32][C:27]([O:26][CH2:25][C:19]2[CH:24]=[CH:23][CH:22]=[CH:21][CH:20]=2)=[CH:28][CH:29]=1)[C:14]([O:16][CH2:17][CH3:18])=[O:15])=[O:8])([CH3:13])[CH3:12], predict the reactants needed to synthesize it. The reactants are: [O:1]=[C:2]1[N:6]([C:7]([O:9][C:10]([CH3:13])([CH3:12])[CH3:11])=[O:8])[C@@H:5]([C:14]([O:16][CH2:17][CH3:18])=[O:15])[CH2:4][CH2:3]1.[C:19]1([CH2:25][O:26][C:27]2[CH:32]=[CH:31][C:30](I)=[CH:29][CH:28]=2)[CH:24]=[CH:23][CH:22]=[CH:21][CH:20]=1. (3) Given the product [Cl:16][C:9]1[N:8]=[C:7]2[C:12]([N:13]=[CH:14][N:6]2[CH:1]2[CH2:5][CH2:4][CH2:3][CH2:2]2)=[C:11]([NH:40][CH2:39][C:36]2[CH:37]=[N:38][C:33]([C:29]3[S:28][CH:32]=[CH:31][CH:30]=3)=[CH:34][CH:35]=2)[N:10]=1, predict the reactants needed to synthesize it. The reactants are: [CH:1]1([N:6]2[CH:14]=[N:13][C:12]3[C:7]2=[N:8][C:9]([Cl:16])=[N:10][C:11]=3Cl)[CH2:5][CH2:4][CH2:3][CH2:2]1.C(N(C(C)C)CC)(C)C.Cl.Cl.[S:28]1[CH:32]=[CH:31][CH:30]=[C:29]1[C:33]1[N:38]=[CH:37][C:36]([CH2:39][NH2:40])=[CH:35][CH:34]=1. (4) Given the product [CH3:32][N:33]1[CH:37]=[C:36]([C:2]2[N:10]=[CH:9][C:8]3[NH:7][C:6]4[N:11]=[CH:12][C:13]([C:15]5[CH:20]=[CH:19][C:18]([CH2:21][N:22]6[CH2:27][CH2:26][CH:25]([C:28]([F:30])([F:29])[F:31])[CH2:24][CH2:23]6)=[CH:17][CH:16]=5)=[CH:14][C:5]=4[C:4]=3[CH:3]=2)[CH:35]=[N:34]1, predict the reactants needed to synthesize it. The reactants are: Br[C:2]1[N:10]=[CH:9][C:8]2[NH:7][C:6]3[N:11]=[CH:12][C:13]([C:15]4[CH:20]=[CH:19][C:18]([CH2:21][N:22]5[CH2:27][CH2:26][CH:25]([C:28]([F:31])([F:30])[F:29])[CH2:24][CH2:23]5)=[CH:17][CH:16]=4)=[CH:14][C:5]=3[C:4]=2[CH:3]=1.[CH3:32][N:33]1[CH:37]=[C:36](B2OC(C)(C)C(C)(C)O2)[CH:35]=[N:34]1. (5) Given the product [CH2:32]([O:34][C:35](=[O:55])[CH2:36][C:37]1([C:40]2[CH:45]=[CH:44][C:43]([C:2]3[CH:3]=[CH:4][C:5]([C:8]4[O:12][N:11]=[C:10]([CH3:13])[C:9]=4[CH:14]([OH:31])[CH2:15]/[CH:16]=[CH:17]/[C:18]4[CH:19]=[CH:20][C:21]([O:24][C:25]5[CH:26]=[CH:27][CH:28]=[CH:29][CH:30]=5)=[CH:22][CH:23]=4)=[CH:6][CH:7]=3)=[CH:42][CH:41]=2)[CH2:39][CH2:38]1)[CH3:33], predict the reactants needed to synthesize it. The reactants are: Br[C:2]1[CH:7]=[CH:6][C:5]([C:8]2[O:12][N:11]=[C:10]([CH3:13])[C:9]=2[CH:14]([OH:31])[CH2:15]/[CH:16]=[CH:17]/[C:18]2[CH:23]=[CH:22][C:21]([O:24][C:25]3[CH:30]=[CH:29][CH:28]=[CH:27][CH:26]=3)=[CH:20][CH:19]=2)=[CH:4][CH:3]=1.[CH2:32]([O:34][C:35](=[O:55])[CH2:36][C:37]1([C:40]2[CH:45]=[CH:44][C:43](B3OC(C)(C)C(C)(C)O3)=[CH:42][CH:41]=2)[CH2:39][CH2:38]1)[CH3:33]. (6) Given the product [NH2:11][NH2:12].[C:1]([O-:4])(=[O:3])[CH3:2].[Cu+2:5].[C:6]([O-:9])(=[O:8])[CH3:7], predict the reactants needed to synthesize it. The reactants are: [C:1]([O-:4])(=[O:3])[CH3:2].[Cu+2:5].[C:6]([O-:9])(=[O:8])[CH3:7].O.[NH2:11][NH2:12]. (7) The reactants are: Br[C:2]1[C:10]2[C:5](=[CH:6][CH:7]=[C:8]([C:11]([OH:13])=[O:12])[CH:9]=2)[N:4]([CH2:14][CH:15]([CH3:17])[CH3:16])[C:3]=1[C:18]([O:20][CH2:21][CH3:22])=[O:19].C(O)=O.C(N(CC)CC)C.C(OCC)(=O)C. Given the product [CH2:21]([O:20][C:18]([C:3]1[N:4]([CH2:14][CH:15]([CH3:16])[CH3:17])[C:5]2[C:10]([CH:2]=1)=[CH:9][C:8]([C:11]([OH:13])=[O:12])=[CH:7][CH:6]=2)=[O:19])[CH3:22], predict the reactants needed to synthesize it.